Dataset: Reaction yield outcomes from USPTO patents with 853,638 reactions. Task: Predict the reaction yield, written as a fraction of the theoretical maximum amount of product (1.0 means a 100% yield; for example, 0.34 means a 34% yield). (1) The reactants are C(O[C:9]([C:11]1[O:36][C:14]2=[CH:15][CH:16]=[C:17]3[C:21]([N:20]([CH2:22][C@@H:23]([NH:25][C:26]([O:28][CH2:29][C:30]4[CH:35]=[CH:34][CH:33]=[CH:32][CH:31]=4)=[O:27])[CH3:24])[N:19]=[CH:18]3)=[C:13]2[CH:12]=1)=[O:10])C1C=CC=CC=1.[Cl-].[NH4+].[CH2:39]([CH2:41][NH2:42])[OH:40]. No catalyst specified. The product is [CH2:29]([O:28][C:26](=[O:27])[NH:25][C@@H:23]([CH3:24])[CH2:22][N:20]1[C:21]2[C:17](=[CH:16][CH:15]=[C:14]3[O:36][C:11]([C:9](=[O:10])[NH:42][CH2:41][CH2:39][OH:40])=[CH:12][C:13]3=2)[CH:18]=[N:19]1)[C:30]1[CH:35]=[CH:34][CH:33]=[CH:32][CH:31]=1. The yield is 0.570. (2) The reactants are [P:1]([OH:50])([O:29][CH2:30][CH2:31][CH2:32][O:33][CH2:34][CH2:35][CH2:36][CH2:37][CH2:38][CH2:39][CH2:40][CH2:41][CH2:42][CH2:43][CH2:44][CH2:45][CH2:46][CH2:47][CH2:48][CH3:49])([O:3][CH2:4][CH:5]1[CH:9]([OH:10])[C@@H:8]([OH:11])[C@H:7]([N:12]2[C:16]3[N:17]=[CH:18][N:19]=[C:20]([NH:21][CH2:22][CH2:23][CH:24]([CH3:26])[CH3:25])[C:15]=3[C:14]([C:27]#[N:28])=[CH:13]2)[O:6]1)=[O:2].C(N(CC)CC)C.Cl.[NH2:59][OH:60]. The catalyst is CCO. The product is [P:1]([OH:50])([O:29][CH2:30][CH2:31][CH2:32][O:33][CH2:34][CH2:35][CH2:36][CH2:37][CH2:38][CH2:39][CH2:40][CH2:41][CH2:42][CH2:43][CH2:44][CH2:45][CH2:46][CH2:47][CH2:48][CH3:49])([O:3][CH2:4][CH:5]1[CH:9]([OH:10])[C@@H:8]([OH:11])[C@H:7]([N:12]2[C:16]3[N:17]=[CH:18][N:19]=[C:20]([NH:21][CH2:22][CH2:23][CH:24]([CH3:26])[CH3:25])[C:15]=3[C:14]([C:27](=[N:59][OH:60])[NH2:28])=[CH:13]2)[O:6]1)=[O:2]. The yield is 0.710. (3) The reactants are C(N(CC)CC)C.[OH:8][CH2:9][CH:10]1[CH2:15][CH2:14][CH2:13][NH:12][CH2:11]1.[C:16](=O)([O:22]C(C)(C)C)[O:17][C:18]([CH3:21])([CH3:20])[CH3:19]. The catalyst is O1CCCC1. The product is [OH:8][CH2:9][CH:10]1[CH2:15][CH2:14][CH2:13][N:12]([C:16]([O:17][C:18]([CH3:21])([CH3:20])[CH3:19])=[O:22])[CH2:11]1. The yield is 1.00. (4) The reactants are [C:1]([C:3]1[CH:8]=[CH:7][C:6]([C:9]2([O:12][CH:13]([CH3:15])[CH3:14])[CH2:11][CH2:10]2)=[CH:5][CH:4]=1)#[CH:2].[CH3:16][O:17][C:18](=[O:27])[CH2:19][C:20]1[CH:25]=[CH:24][C:23](I)=[CH:22][CH:21]=1. The catalyst is C(N(CC)CC)C.[Cu]I.Cl[Pd](Cl)([P](C1C=CC=CC=1)(C1C=CC=CC=1)C1C=CC=CC=1)[P](C1C=CC=CC=1)(C1C=CC=CC=1)C1C=CC=CC=1. The product is [CH:13]([O:12][C:9]1([C:6]2[CH:7]=[CH:8][C:3]([C:1]#[C:2][C:23]3[CH:24]=[CH:25][C:20]([CH2:19][C:18]([O:17][CH3:16])=[O:27])=[CH:21][CH:22]=3)=[CH:4][CH:5]=2)[CH2:10][CH2:11]1)([CH3:15])[CH3:14]. The yield is 0.700. (5) The reactants are [NH:1]1[C:9]2[C:4](=[CH:5][CH:6]=[CH:7][CH:8]=2)[CH2:3][C:2]1=[O:10].[C:11](OC(=O)C)(=[O:13])[CH3:12]. No catalyst specified. The product is [C:11]([N:1]1[C:9]2[C:4](=[CH:5][CH:6]=[CH:7][CH:8]=2)[CH2:3][C:2]1=[O:10])(=[O:13])[CH3:12]. The yield is 0.937. (6) The reactants are [CH3:1][O:2][C:3]1[CH:4]=[C:5]([CH:7]=[C:8]([O:10][CH3:11])[CH:9]=1)N.N([O-])=O.[Na+].[BrH:16]. The catalyst is [Cu]Br. The product is [Br:16][C:8]1([O:10][CH3:11])[CH:7]=[CH:5][CH:4]=[C:3]([O:2][CH3:1])[CH2:9]1. The yield is 0.400. (7) The reactants are C[O:2][C:3]([C:5]1([CH2:11][S:12](Cl)(=[O:14])=[O:13])[CH2:10][CH2:9][O:8][CH2:7][CH2:6]1)=[O:4].Cl.[Br:17][C:18]1[CH:23]=[CH:22][C:21]([N:24]2[CH2:29][CH2:28][NH:27][CH2:26][CH2:25]2)=[CH:20][CH:19]=1.C(N(CC)CC)C. The catalyst is ClCCl. The product is [Br:17][C:18]1[CH:19]=[CH:20][C:21]([N:24]2[CH2:29][CH2:28][N:27]([S:12]([CH2:11][C:5]3([C:3]([OH:2])=[O:4])[CH2:10][CH2:9][O:8][CH2:7][CH2:6]3)(=[O:14])=[O:13])[CH2:26][CH2:25]2)=[CH:22][CH:23]=1. The yield is 0.510.